This data is from Catalyst prediction with 721,799 reactions and 888 catalyst types from USPTO. The task is: Predict which catalyst facilitates the given reaction. Product: [CH3:11][C:7]1([CH3:12])[C:8]2[C:4](=[CH:3][C:2]([B:13]3[O:17][C:16]([CH3:19])([CH3:18])[C:15]([CH3:21])([CH3:20])[O:14]3)=[CH:10][CH:9]=2)[CH2:5][O:6]1. Reactant: Br[C:2]1[CH:3]=[C:4]2[C:8](=[CH:9][CH:10]=1)[C:7]([CH3:12])([CH3:11])[O:6][CH2:5]2.[B:13]1([B:13]2[O:17][C:16]([CH3:19])([CH3:18])[C:15]([CH3:21])([CH3:20])[O:14]2)[O:17][C:16]([CH3:19])([CH3:18])[C:15]([CH3:21])([CH3:20])[O:14]1.CC([O-])=O.[K+]. The catalyst class is: 75.